From a dataset of Forward reaction prediction with 1.9M reactions from USPTO patents (1976-2016). Predict the product of the given reaction. Given the reactants P(Cl)(Cl)(Cl)=O.[Br:6][C:7]1[N:11]([CH3:12])[N:10]=[CH:9][C:8]=1[C:13]1[N:14]=[CH:15][N:16]2[C:21]=1[C:20](=O)[NH:19][CH:18]=[N:17]2.C([N:26]([CH2:30][CH3:31])[CH:27](C)C)(C)C.N1CCC1, predict the reaction product. The product is: [N:26]1([C:20]2[C:21]3=[C:13]([C:8]4[CH:9]=[N:10][N:11]([CH3:12])[C:7]=4[Br:6])[N:14]=[CH:15][N:16]3[N:17]=[CH:18][N:19]=2)[CH2:27][CH2:31][CH2:30]1.